From a dataset of Full USPTO retrosynthesis dataset with 1.9M reactions from patents (1976-2016). Predict the reactants needed to synthesize the given product. (1) The reactants are: [CH3:1][C:2]1[CH:7]=[CH:6][C:5]([C:8](=[O:14])[C:9]([O:11]CC)=[O:10])=[CH:4][CH:3]=1.[OH-].[Na+].Cl. Given the product [CH3:1][C:2]1[CH:3]=[CH:4][C:5]([C:8](=[O:14])[C:9]([OH:11])=[O:10])=[CH:6][CH:7]=1, predict the reactants needed to synthesize it. (2) Given the product [ClH:24].[F:1][C:2]1[CH:7]=[CH:6][C:5]([S:8]([C:11]2[CH:12]=[CH:13][C:14]3[O:23][C:22]4[CH2:21][CH2:20][NH:19][CH2:18][C:17]=4[C:15]=3[CH:16]=2)(=[O:9])=[O:10])=[CH:4][CH:3]=1, predict the reactants needed to synthesize it. The reactants are: [F:1][C:2]1[CH:7]=[CH:6][C:5]([S:8]([C:11]2[CH:12]=[CH:13][C:14]3[O:23][C:22]4[CH2:21][CH2:20][NH:19][CH2:18][C:17]=4[C:15]=3[CH:16]=2)(=[O:10])=[O:9])=[CH:4][CH:3]=1.[ClH:24]. (3) The reactants are: [CH3:1][N:2]1[C:10]2[C:5](=[CH:6][CH:7]=[CH:8][CH:9]=2)[CH:4]=[CH:3]1.[Cl-].[Cl:12][C:13]1[CH:14]=[C:15]([CH:20]=[CH:21][CH:22]=1)[CH:16]=[N+:17]([CH3:19])[CH3:18].ClC1C=C(C=CC=1)C=O.CNC. Given the product [Cl:12][C:13]1[CH:14]=[C:15]([CH:16]([N:17]([CH3:19])[CH3:18])[C:4]2[C:5]3[C:10](=[CH:9][CH:8]=[CH:7][CH:6]=3)[N:2]([CH3:1])[CH:3]=2)[CH:20]=[CH:21][CH:22]=1, predict the reactants needed to synthesize it. (4) Given the product [Cl:1][C:2]1[CH:3]=[C:4]([CH3:12])[C:5]([O:11][CH3:13])=[CH:6][C:7]=1[N+:8]([O-:10])=[O:9], predict the reactants needed to synthesize it. The reactants are: [Cl:1][C:2]1[C:7]([N+:8]([O-:10])=[O:9])=[CH:6][C:5]([OH:11])=[C:4]([CH3:12])[CH:3]=1.[C:13](=O)([O-])[O-].[K+].[K+].CI.C(O)(=O)CC(CC(O)=O)(C(O)=O)O. (5) Given the product [NH2:1][C:2]1[N:7]=[CH:6][N:5]=[C:4]2[N:8]([CH:12]([C:14]3[O:15][C:16]4[C:21]([C:22](=[O:31])[C:23]=3[C:24]3[CH:29]=[CH:28][CH:27]=[C:26]([F:30])[CH:25]=3)=[CH:20][CH:19]=[CH:18][CH:17]=4)[CH3:13])[N:9]=[C:10]([C:37]3[CH:38]=[C:34]([CH:32]=[O:33])[S:35][CH:36]=3)[C:3]=12, predict the reactants needed to synthesize it. The reactants are: [NH2:1][C:2]1[N:7]=[CH:6][N:5]=[C:4]2[N:8]([CH:12]([C:14]3[O:15][C:16]4[C:21]([C:22](=[O:31])[C:23]=3[C:24]3[CH:29]=[CH:28][CH:27]=[C:26]([F:30])[CH:25]=3)=[CH:20][CH:19]=[CH:18][CH:17]=4)[CH3:13])[N:9]=[C:10](I)[C:3]=12.[CH:32]([C:34]1[S:35][CH:36]=[C:37](B(O)O)[CH:38]=1)=[O:33].C(=O)([O-])[O-].[Na+].[Na+].ClCCl. (6) Given the product [Br:23][C:24]1[CH:25]=[CH:26][C:27]([NH:7][C:8]2[CH:9]=[CH:10][C:11]([C:14]([N:16]3[CH2:17][CH2:18][N:19]([CH3:22])[CH2:20][CH2:21]3)=[O:15])=[CH:12][CH:13]=2)=[C:28]([CH:31]=1)[C:29]#[N:30], predict the reactants needed to synthesize it. The reactants are: CC([O-])(C)C.[K+].[NH2:7][C:8]1[CH:13]=[CH:12][C:11]([C:14]([N:16]2[CH2:21][CH2:20][N:19]([CH3:22])[CH2:18][CH2:17]2)=[O:15])=[CH:10][CH:9]=1.[Br:23][C:24]1[CH:25]=[CH:26][C:27](F)=[C:28]([CH:31]=1)[C:29]#[N:30].